This data is from NCI-60 drug combinations with 297,098 pairs across 59 cell lines. The task is: Regression. Given two drug SMILES strings and cell line genomic features, predict the synergy score measuring deviation from expected non-interaction effect. (1) Drug 1: CC1C(C(CC(O1)OC2CC(CC3=C2C(=C4C(=C3O)C(=O)C5=C(C4=O)C(=CC=C5)OC)O)(C(=O)C)O)N)O.Cl. Synergy scores: CSS=24.5, Synergy_ZIP=-5.71, Synergy_Bliss=1.66, Synergy_Loewe=-0.925, Synergy_HSA=4.57. Cell line: HCC-2998. Drug 2: C1CN(CCN1C(=O)CCBr)C(=O)CCBr. (2) Drug 2: C1=C(C(=O)NC(=O)N1)N(CCCl)CCCl. Drug 1: CC1=CC2C(CCC3(C2CCC3(C(=O)C)OC(=O)C)C)C4(C1=CC(=O)CC4)C. Synergy scores: CSS=20.4, Synergy_ZIP=-2.96, Synergy_Bliss=-6.39, Synergy_Loewe=-13.6, Synergy_HSA=-6.12. Cell line: NCI-H522. (3) Drug 1: CC(C1=C(C=CC(=C1Cl)F)Cl)OC2=C(N=CC(=C2)C3=CN(N=C3)C4CCNCC4)N. Drug 2: C(=O)(N)NO. Cell line: HL-60(TB). Synergy scores: CSS=43.3, Synergy_ZIP=12.7, Synergy_Bliss=15.1, Synergy_Loewe=-6.85, Synergy_HSA=12.6. (4) Drug 1: C1C(C(OC1N2C=NC3=C(N=C(N=C32)Cl)N)CO)O. Drug 2: CC12CCC3C(C1CCC2OP(=O)(O)O)CCC4=C3C=CC(=C4)OC(=O)N(CCCl)CCCl.[Na+]. Cell line: RPMI-8226. Synergy scores: CSS=12.2, Synergy_ZIP=-6.11, Synergy_Bliss=-8.78, Synergy_Loewe=4.62, Synergy_HSA=-5.96. (5) Drug 1: C1=C(C(=O)NC(=O)N1)N(CCCl)CCCl. Drug 2: COCCOC1=C(C=C2C(=C1)C(=NC=N2)NC3=CC=CC(=C3)C#C)OCCOC.Cl. Cell line: SNB-19. Synergy scores: CSS=17.5, Synergy_ZIP=-2.20, Synergy_Bliss=1.61, Synergy_Loewe=2.54, Synergy_HSA=2.72.